From a dataset of Full USPTO retrosynthesis dataset with 1.9M reactions from patents (1976-2016). Predict the reactants needed to synthesize the given product. (1) Given the product [C:17]([NH2:11])(=[O:26])[C:18]1[C:19](=[CH:22][CH:23]=[CH:24][CH:25]=1)[C:20]([NH2:16])=[O:21], predict the reactants needed to synthesize it. The reactants are: CC1C2C(=O)OC(=O)[NH:11]C=2C=CC=1.OC[N:16]1[C:20](=[O:21])[C:19]2=[CH:22][CH:23]=[CH:24][CH:25]=[C:18]2[C:17]1=[O:26]. (2) Given the product [C:1]([O:5][C:6]([N:8]1[CH2:13][CH2:12][N:11]([C:14]2[N:15]=[N:16][C:17]([C:27]([F:30])([F:29])[F:28])=[C:18]([C:20]3[CH:25]=[CH:24][C:23]([C:50]4[CH:55]=[CH:54][C:53]([F:56])=[CH:52][CH:51]=4)=[CH:22][CH:21]=3)[CH:19]=2)[CH2:10][CH2:9]1)=[O:7])([CH3:4])([CH3:3])[CH3:2], predict the reactants needed to synthesize it. The reactants are: [C:1]([O:5][C:6]([N:8]1[CH2:13][CH2:12][N:11]([C:14]2[N:15]=[N:16][C:17]([C:27]([F:30])([F:29])[F:28])=[C:18]([C:20]3[CH:25]=[CH:24][C:23](Br)=[CH:22][CH:21]=3)[CH:19]=2)[CH2:10][CH2:9]1)=[O:7])([CH3:4])([CH3:3])[CH3:2].C(OC(N1CCN(C2N=NC(C(F)(F)F)=C([C:50]3[CH:55]=[CH:54][C:53]([F:56])=[CH:52][CH:51]=3)C=2)CC1)=O)(C)(C)C.FC1C=CC(B(O)O)=CC=1.P([O-])([O-])([O-])=O.[K+].[K+].[K+].